Dataset: Human liver microsome stability data. Task: Regression/Classification. Given a drug SMILES string, predict its absorption, distribution, metabolism, or excretion properties. Task type varies by dataset: regression for continuous measurements (e.g., permeability, clearance, half-life) or binary classification for categorical outcomes (e.g., BBB penetration, CYP inhibition). Dataset: hlm. (1) The compound is CC[C@H]1OC(=O)[C@H](C)[C@@H](O[C@H]2C[C@@](C)(OC)[C@@H](O)[C@H](C)O2)[C@H](C)[C@@H](O[C@@H]2O[C@H](C)C[C@H](N(C)C)[C@H]2O)[C@](C)(O)C[C@@H](C)CN(CCNC(=S)Nc2cccc3ccccc23)[C@H](C)[C@@H](O)[C@]1(C)O. The result is 0 (unstable in human liver microsomes). (2) The molecule is O=C(C=Cc1cc(Cl)ccc1-n1cnnn1)N[C@@H](Cc1ccccc1)C(=O)Nc1cccc(C(=O)O)c1. The result is 0 (unstable in human liver microsomes). (3) The molecule is COc1ccc2c(c1)CC(c1nc(N(C)CCO)c3cc(-c4cn[nH]c4)ccc3n1)CO2. The result is 1 (stable in human liver microsomes). (4) The compound is COc1cc(N2CCN(C3CCN(c4cc(Br)cc5cccnc45)CC3)CC2)c2ncccc2c1. The result is 1 (stable in human liver microsomes).